The task is: Predict which catalyst facilitates the given reaction.. This data is from Catalyst prediction with 721,799 reactions and 888 catalyst types from USPTO. (1) The catalyst class is: 3. Reactant: Cl.[NH:2]1[C:7]2[N:8]=[CH:9][CH:10]=[CH:11][C:6]=2[C:5]2([CH2:16][CH2:15][NH:14][CH2:13][CH2:12]2)[O:4][C:3]1=[O:17].Cl[C:19]1[N:24]=[CH:23][N:22]=[C:21]([O:25][C:26]2[CH:38]=[C:37]([CH3:39])[C:29]3[NH:30][C:31]([C:33]([F:36])([F:35])[F:34])=[N:32][C:28]=3[CH:27]=2)[CH:20]=1.CCN(C(C)C)C(C)C.[OH-].[Na+]. Product: [CH3:39][C:37]1[C:29]2[NH:30][C:31]([C:33]([F:34])([F:36])[F:35])=[N:32][C:28]=2[CH:27]=[C:26]([O:25][C:21]2[N:22]=[CH:23][N:24]=[C:19]([N:14]3[CH2:13][CH2:12][C:5]4([O:4][C:3](=[O:17])[NH:2][C:7]5[N:8]=[CH:9][CH:10]=[CH:11][C:6]4=5)[CH2:16][CH2:15]3)[CH:20]=2)[CH:38]=1. (2) Reactant: [NH2:1][C:2]1[C:10]2[C:9]([C:11]3[O:12][C:13]([CH3:16])=[CH:14][CH:15]=3)=[N:8][C:7](S(C)=O)=[N:6][C:5]=2[S:4][C:3]=1[C:20]([NH2:22])=[O:21].[C:23](=O)([O-])[O-:24].[K+].[K+]. Product: [NH2:1][C:2]1[C:10]2[C:9]([C:11]3[O:12][C:13]([CH3:16])=[CH:14][CH:15]=3)=[N:8][C:7]([O:24][CH3:23])=[N:6][C:5]=2[S:4][C:3]=1[C:20]([NH2:22])=[O:21]. The catalyst class is: 5.